Dataset: Full USPTO retrosynthesis dataset with 1.9M reactions from patents (1976-2016). Task: Predict the reactants needed to synthesize the given product. (1) Given the product [CH2:13]([O:17][C:18]1[C:19]([O:29][CH3:30])=[CH:20][C:21]([C:22]([NH:11][CH2:10][C:4]2([N:3]([CH2:1][CH3:2])[CH3:12])[CH2:5][CH2:6][CH2:7][CH2:8][CH2:9]2)=[O:23])=[CH:25][C:26]=1[O:27][CH3:28])[CH2:14][CH2:15][CH3:16], predict the reactants needed to synthesize it. The reactants are: [CH2:1]([N:3]([CH3:12])[C:4]1([CH2:10][NH2:11])[CH2:9][CH2:8][CH2:7][CH2:6][CH2:5]1)[CH3:2].[CH2:13]([O:17][C:18]1[C:26]([O:27][CH3:28])=[CH:25][C:21]([C:22](Cl)=[O:23])=[CH:20][C:19]=1[O:29][CH3:30])[CH2:14][CH2:15][CH3:16]. (2) The reactants are: [CH3:1][O:2][CH2:3][O:4][C@H:5]1[CH2:9][CH2:8][N:7]([CH2:10][C@@H:11]([C:13]2[CH:18]=[CH:17][CH:16]=[CH:15][CH:14]=2)O)[CH2:6]1.COCO[C@H]1CCN([C@@H](C2C=CC=CC=2)CO)C1.[CH3:37][NH:38][C:39]1[CH:48]=[CH:47][C:42]([C:43]([O:45][CH3:46])=[O:44])=[CH:41][CH:40]=1. Given the product [CH3:46][O:45][C:43](=[O:44])[C:42]1[CH:47]=[CH:48][C:39]([N:38]([C@H:11]([C:13]2[CH:18]=[CH:17][CH:16]=[CH:15][CH:14]=2)[CH2:10][N:7]2[CH2:8][CH2:9][C@H:5]([O:4][CH2:3][O:2][CH3:1])[CH2:6]2)[CH3:37])=[CH:40][CH:41]=1, predict the reactants needed to synthesize it.